Dataset: NCI-60 drug combinations with 297,098 pairs across 59 cell lines. Task: Regression. Given two drug SMILES strings and cell line genomic features, predict the synergy score measuring deviation from expected non-interaction effect. Drug 1: CC1=C(N=C(N=C1N)C(CC(=O)N)NCC(C(=O)N)N)C(=O)NC(C(C2=CN=CN2)OC3C(C(C(C(O3)CO)O)O)OC4C(C(C(C(O4)CO)O)OC(=O)N)O)C(=O)NC(C)C(C(C)C(=O)NC(C(C)O)C(=O)NCCC5=NC(=CS5)C6=NC(=CS6)C(=O)NCCC[S+](C)C)O. Drug 2: CN(CC1=CN=C2C(=N1)C(=NC(=N2)N)N)C3=CC=C(C=C3)C(=O)NC(CCC(=O)O)C(=O)O. Cell line: SN12C. Synergy scores: CSS=32.1, Synergy_ZIP=-13.2, Synergy_Bliss=-6.71, Synergy_Loewe=-3.43, Synergy_HSA=-1.57.